Dataset: Forward reaction prediction with 1.9M reactions from USPTO patents (1976-2016). Task: Predict the product of the given reaction. (1) The product is: [NH2:19][C:20]1[CH:25]=[CH:24][C:23]([C:26]#[C:27][CH2:28][CH2:29][CH2:30][OH:31])=[C:22]([CH3:32])[CH:21]=1. Given the reactants CNC1C=CC(C#CCCCO)=CC=1.FC(F)(F)C([NH:19][C:20]1[CH:25]=[CH:24][C:23]([C:26]#[C:27][CH2:28][CH2:29][CH2:30][OH:31])=[C:22]([CH3:32])[CH:21]=1)=O, predict the reaction product. (2) Given the reactants [C:1]([O:5][C:6]([C:9]([C:12]([O:15][C:16]([C:19](OC)=[O:20])([F:18])[F:17])([F:14])[F:13])([F:11])[F:10])([F:8])[F:7])([F:4])([F:3])[F:2].[NH:23]([CH2:25][C:26]([OH:28])=[O:27])[CH3:24].[OH-].[K+:30], predict the reaction product. The product is: [C:1]([O:5][C:6]([C:9]([C:12]([O:15][C:16]([C:19]([N:23]([CH2:25][C:26]([O-:28])=[O:27])[CH3:24])=[O:20])([F:18])[F:17])([F:14])[F:13])([F:10])[F:11])([F:7])[F:8])([F:3])([F:4])[F:2].[K+:30]. (3) The product is: [CH2:19]([C:17]1[S:18][C:9]2[C:8]3[CH:7]=[CH:6][C:5]([O:4][CH2:1][CH2:2][N:36]4[CH:40]=[CH:39][CH:38]=[CH:37]4)=[CH:14][C:13]=3[N:12]=[C:11]([NH2:15])[C:10]=2[N:16]=1)[CH2:20][CH3:21]. Given the reactants [C:1]([O:4][C:5]1[CH:6]=[CH:7][C:8]2[C:9]3[S:18][C:17]([CH2:19][CH2:20][CH3:21])=[N:16][C:10]=3[C:11]([NH2:15])=[N:12][C:13]=2[CH:14]=1)(=O)[CH3:2].C(=O)([O-])[O-].[Cs+].[Cs+].CN(C=O)C.BrCC[N:36]1[CH:40]=[CH:39][CH:38]=[CH:37]1, predict the reaction product. (4) The product is: [F:35][C:34]([F:37])([F:36])[S:31]([O:1][C:2]1[C:6]2([CH2:8][CH2:7]2)[O:5][C:4](=[O:9])[C:3]=1[C:10]1[CH:11]=[CH:12][C:13]([O:16][CH2:17][C:18]2[CH:27]=[CH:26][C:25]3[C:20](=[CH:21][CH:22]=[CH:23][CH:24]=3)[N:19]=2)=[CH:14][CH:15]=1)(=[O:33])=[O:32]. Given the reactants [OH:1][C:2]1[C:6]2([CH2:8][CH2:7]2)[O:5][C:4](=[O:9])[C:3]=1[C:10]1[CH:15]=[CH:14][C:13]([O:16][CH2:17][C:18]2[CH:27]=[CH:26][C:25]3[C:20](=[CH:21][CH:22]=[CH:23][CH:24]=3)[N:19]=2)=[CH:12][CH:11]=1.C(Cl)Cl.[S:31](O[S:31]([C:34]([F:37])([F:36])[F:35])(=[O:33])=[O:32])([C:34]([F:37])([F:36])[F:35])(=[O:33])=[O:32], predict the reaction product. (5) Given the reactants [OH:1][CH2:2][CH2:3][CH2:4][O:5][C:6]1[CH:11]=[CH:10][C:9]([CH2:12][CH2:13][C:14]2[CH:22]=[CH:21][CH:20]=[C:19]3[C:15]=2[C:16]([O:32][C@@H:33]2[O:59][C@H:58]([CH2:60][O:61][C:62](=[O:67])[C:63]([CH3:66])([CH3:65])[CH3:64])[C@@H:50]([O:51][C:52](=[O:57])[C:53]([CH3:56])([CH3:55])[CH3:54])[C@H:42]([O:43][C:44](=[O:49])[C:45]([CH3:48])([CH3:47])[CH3:46])[C@H:34]2[O:35][C:36](=[O:41])[C:37]([CH3:40])([CH3:39])[CH3:38])=[N:17][N:18]3[CH2:23][CH2:24][O:25][C:26](=[O:31])[C:27]([CH3:30])([CH3:29])[CH3:28])=[CH:8][CH:7]=1.C(N(CC)CC)C.[CH3:75][S:76](Cl)(=[O:78])=[O:77].Cl, predict the reaction product. The product is: [CH3:75][S:76]([O:1][CH2:2][CH2:3][CH2:4][O:5][C:6]1[CH:11]=[CH:10][C:9]([CH2:12][CH2:13][C:14]2[CH:22]=[CH:21][CH:20]=[C:19]3[C:15]=2[C:16]([O:32][C@@H:33]2[O:59][C@H:58]([CH2:60][O:61][C:62](=[O:67])[C:63]([CH3:66])([CH3:65])[CH3:64])[C@@H:50]([O:51][C:52](=[O:57])[C:53]([CH3:56])([CH3:55])[CH3:54])[C@H:42]([O:43][C:44](=[O:49])[C:45]([CH3:46])([CH3:47])[CH3:48])[C@H:34]2[O:35][C:36](=[O:41])[C:37]([CH3:38])([CH3:40])[CH3:39])=[N:17][N:18]3[CH2:23][CH2:24][O:25][C:26](=[O:31])[C:27]([CH3:30])([CH3:29])[CH3:28])=[CH:8][CH:7]=1)(=[O:78])=[O:77]. (6) Given the reactants [CH3:1][N:2]1[CH2:7][CH2:6][C:5]([C:23]2[CH:28]=[CH:27][C:26]([F:29])=[CH:25][CH:24]=2)([CH:8]([O:20][CH:21]=[CH2:22])[C:9]2[C:18]3[C:13](=[CH:14][CH:15]=[CH:16][CH:17]=3)[CH:12]=[C:11](Br)[CH:10]=2)[CH2:4][CH2:3]1.C([O-])(O)=O.[Na+].[CH3:35][N:36](C=O)C, predict the reaction product. The product is: [CH3:1][N:2]1[CH2:7][CH2:6][C:5]([C:23]2[CH:28]=[CH:27][C:26]([F:29])=[CH:25][CH:24]=2)([CH:8]([O:20][CH:21]=[CH2:22])[C:9]2[C:18]3[C:13](=[CH:14][CH:15]=[CH:16][CH:17]=3)[CH:12]=[C:11]([C:35]#[N:36])[CH:10]=2)[CH2:4][CH2:3]1. (7) Given the reactants [CH2:1]([O:3][C:4](=[O:29])[CH2:5][C:6]1[CH:11]=[CH:10][C:9]([O:12][CH3:13])=[C:8]([O:14][C:15]2[CH:20]=[CH:19][C:18](Br)=[CH:17][C:16]=2[CH2:22][N:23]2[CH2:27][CH2:26][O:25][C:24]2=[O:28])[CH:7]=1)[CH3:2].[C:30]1(B(O)O)[CH:35]=[CH:34][CH:33]=[CH:32][CH:31]=1, predict the reaction product. The product is: [CH2:1]([O:3][C:4](=[O:29])[CH2:5][C:6]1[CH:11]=[CH:10][C:9]([O:12][CH3:13])=[C:8]([O:14][C:15]2[CH:20]=[CH:19][C:18]([C:30]3[CH:35]=[CH:34][CH:33]=[CH:32][CH:31]=3)=[CH:17][C:16]=2[CH2:22][N:23]2[CH2:27][CH2:26][O:25][C:24]2=[O:28])[CH:7]=1)[CH3:2].